From a dataset of NCI-60 drug combinations with 297,098 pairs across 59 cell lines. Regression. Given two drug SMILES strings and cell line genomic features, predict the synergy score measuring deviation from expected non-interaction effect. Drug 1: CC1=C(C=C(C=C1)NC2=NC=CC(=N2)N(C)C3=CC4=NN(C(=C4C=C3)C)C)S(=O)(=O)N.Cl. Drug 2: C1=CC(=CC=C1CCC2=CNC3=C2C(=O)NC(=N3)N)C(=O)NC(CCC(=O)O)C(=O)O. Cell line: OVCAR-5. Synergy scores: CSS=24.3, Synergy_ZIP=2.96, Synergy_Bliss=7.01, Synergy_Loewe=-14.0, Synergy_HSA=5.22.